Dataset: Full USPTO retrosynthesis dataset with 1.9M reactions from patents (1976-2016). Task: Predict the reactants needed to synthesize the given product. (1) Given the product [C:27]1([C:25]2[CH:26]=[C:22]([CH2:21][O:20][C:16]3[CH:15]=[C:14]4[C:19](=[CH:18][CH:17]=3)[N:11]([C:9]([N:7]3[CH2:8][CH:5]([C:3]([OH:4])=[O:2])[CH2:6]3)=[O:10])[CH2:12][CH2:13]4)[S:23][C:24]=2[C:33]([F:35])([F:34])[F:36])[CH:28]=[CH:29][CH:30]=[CH:31][CH:32]=1, predict the reactants needed to synthesize it. The reactants are: C[O:2][C:3]([CH:5]1[CH2:8][N:7]([C:9]([N:11]2[C:19]3[C:14](=[CH:15][C:16]([O:20][CH2:21][C:22]4[S:23][C:24]([C:33]([F:36])([F:35])[F:34])=[C:25]([C:27]5[CH:32]=[CH:31][CH:30]=[CH:29][CH:28]=5)[CH:26]=4)=[CH:17][CH:18]=3)[CH2:13][CH2:12]2)=[O:10])[CH2:6]1)=[O:4].[OH-].[Na+]. (2) Given the product [CH3:53][O:52][C:49]1[CH:48]=[CH:47][C:46]([CH:39]([C:36]2[CH:35]=[CH:34][C:33]([O:32][CH3:31])=[CH:38][CH:37]=2)[O:28][CH:27]([C:12]2[CH:17]=[CH:16][CH:15]=[CH:14][CH:13]=2)[CH:23]2[O:22][CH:21]([N:11]3[C:12]4[C:17](=[CH:16][C:15]([N+:18]([O-:20])=[O:19])=[CH:14][CH:13]=4)[C:9]([C:8]#[C:7][CH2:6][NH:5][C:3](=[O:4])[C:2]([F:29])([F:1])[F:30])=[CH:10]3)[CH2:25][CH:24]2[OH:26])=[CH:51][CH:50]=1, predict the reactants needed to synthesize it. The reactants are: [F:1][C:2]([F:30])([F:29])[C:3]([NH:5][CH2:6][C:7]#[C:8][C:9]1[C:17]2[C:12](=[CH:13][CH:14]=[C:15]([N+:18]([O-:20])=[O:19])[CH:16]=2)[N:11]([CH:21]2[CH2:25][CH:24]([OH:26])[CH:23]([CH2:27][OH:28])[O:22]2)[CH:10]=1)=[O:4].[CH3:31][O:32][C:33]1[CH:38]=[CH:37][C:36]([C:39](Cl)([C:46]2[CH:51]=[CH:50][C:49]([O:52][CH3:53])=[CH:48][CH:47]=2)C2C=CC=CC=2)=[CH:35][CH:34]=1. (3) Given the product [CH3:5][CH2:6][N:8]=[C:26]=[N:21][CH2:22][CH2:23][CH2:24][N:27]([CH3:28])[CH3:32].[ClH:1], predict the reactants needed to synthesize it. The reactants are: [ClH:1].C1C=C[C:5]2N(O)N=[N:8][C:6]=2C=1.CCN(C(C)C)C(C)C.[N:21]1[CH:26]=C[C:24]([N:27]2[CH2:32]CC3(CCNCC3)C[CH2:28]2)=[CH:23][CH:22]=1. (4) Given the product [N+:1]([C:4]1[CH:5]=[CH:6][C:7]([O:10][C:11]2[CH:12]=[C:13]3[C:18](=[CH:19][CH:20]=2)[C:17](=[O:27])[CH:16]([C:21]2[CH:22]=[CH:23][CH:24]=[CH:25][CH:26]=2)[CH2:15][CH2:14]3)=[N:8][CH:9]=1)([O-:3])=[O:2], predict the reactants needed to synthesize it. The reactants are: [N+:1]([C:4]1[CH:5]=[CH:6][C:7]([O:10][C:11]2[CH:20]=[CH:19][C:18]3[CH2:17][CH:16]([C:21]4[CH:26]=[CH:25][CH:24]=[CH:23][CH:22]=4)[CH2:15][CH2:14][C:13]=3[CH:12]=2)=[N:8][CH:9]=1)([O-:3])=[O:2].[OH:27]C1C=C2C(=CC=1)C(=O)C(C1C=CC=CC=1)CC2.ClC1C=CC([N+]([O-])=O)=CN=1.[F-].[K+]. (5) Given the product [CH2:15]([O:14][P:13]([CH2:12][O:11][S:8]([C:5]1[CH:6]=[CH:7][C:2]([CH3:1])=[CH:3][CH:4]=1)(=[O:9])=[O:10])([CH3:18])=[O:17])[CH3:16], predict the reactants needed to synthesize it. The reactants are: [CH3:1][C:2]1[CH:7]=[CH:6][C:5]([S:8]([O:11][CH2:12][PH:13](=[O:17])[O:14][CH2:15][CH3:16])(=[O:10])=[O:9])=[CH:4][CH:3]=1.[CH3:18][Mg+].[Br-]. (6) Given the product [CH2:1]([C@@:4]1([CH3:37])[CH2:9][C@H:8]([C:10]2[CH:15]=[CH:14][CH:13]=[C:12]([Cl:16])[CH:11]=2)[C@@H:7]([C:17]2[CH:18]=[CH:19][C:20]([Cl:23])=[CH:21][CH:22]=2)[N:6]([C@@H:24]([CH2:34][CH3:35])[CH2:25][N:26]([CH3:41])[S:27]([C:30]([CH3:31])([CH3:33])[CH3:32])(=[O:28])=[O:29])[C:5]1=[O:36])[CH:2]=[CH2:3], predict the reactants needed to synthesize it. The reactants are: [CH2:1]([C@@:4]1([CH3:37])[CH2:9][C@H:8]([C:10]2[CH:15]=[CH:14][CH:13]=[C:12]([Cl:16])[CH:11]=2)[C@@H:7]([C:17]2[CH:22]=[CH:21][C:20]([Cl:23])=[CH:19][CH:18]=2)[N:6]([C@@H:24]([CH2:34][CH3:35])[CH2:25][NH:26][S:27]([C:30]([CH3:33])([CH3:32])[CH3:31])(=[O:29])=[O:28])[C:5]1=[O:36])[CH:2]=[CH2:3].[H-].[Na+].I[CH3:41].O.